From a dataset of Full USPTO retrosynthesis dataset with 1.9M reactions from patents (1976-2016). Predict the reactants needed to synthesize the given product. (1) Given the product [Si:1]([O:8][C@H:9]1[C@@H:10]([O:33][CH3:34])[C@H:11]([N:25]2[CH:30]=[CH:29][C:28](=[O:31])[NH:27][C:26]2=[O:32])[O:12][C@@:13]1([CH2:16][O:17][Si:18]([C:21]([CH3:24])([CH3:23])[CH3:22])([CH3:19])[CH3:20])[CH:14]=[O:15])([C:4]([CH3:7])([CH3:6])[CH3:5])([CH3:3])[CH3:2], predict the reactants needed to synthesize it. The reactants are: [Si:1]([O:8][C@@H:9]1[C@:13]([CH2:16][O:17][Si:18]([C:21]([CH3:24])([CH3:23])[CH3:22])([CH3:20])[CH3:19])([CH2:14][OH:15])[O:12][C@@H:11]([N:25]2[CH:30]=[CH:29][C:28](=[O:31])[NH:27][C:26]2=[O:32])[C@@H:10]1[O:33][CH3:34])([C:4]([CH3:7])([CH3:6])[CH3:5])([CH3:3])[CH3:2].C1CCC(N=C=NC2CCCCC2)CC1.C(O)(=O)C(O)=O. (2) Given the product [F:23][C:24]1[CH:25]=[C:26]([CH:29]=[CH:30][C:31]=1[F:32])[CH2:27][NH:28][C:4]([C:6]1[N:7]=[C:8]([C:15]2[C:16]([F:22])=[CH:17][CH:18]=[CH:19][C:20]=2[F:21])[N:9]([CH3:14])[C:10](=[O:13])[C:11]=1[OH:12])=[O:5], predict the reactants needed to synthesize it. The reactants are: C(O[C:4]([C:6]1[N:7]=[C:8]([C:15]2[C:20]([F:21])=[CH:19][CH:18]=[CH:17][C:16]=2[F:22])[N:9]([CH3:14])[C:10](=[O:13])[C:11]=1[OH:12])=[O:5])C.[F:23][C:24]1[CH:25]=[C:26]([CH:29]=[CH:30][C:31]=1[F:32])[CH2:27][NH2:28].